From a dataset of Full USPTO retrosynthesis dataset with 1.9M reactions from patents (1976-2016). Predict the reactants needed to synthesize the given product. Given the product [F:1][C:2]1[CH:3]=[CH:4][C:5]([CH2:8][CH2:9][C:10]([C:12]2[CH:17]=[CH:16][C:15]([C:18]([F:19])([F:20])[F:21])=[CH:14][CH:13]=2)=[O:11])=[CH:6][CH:7]=1, predict the reactants needed to synthesize it. The reactants are: [F:1][C:2]1[CH:7]=[CH:6][C:5]([CH:8]=[CH:9][C:10]([C:12]2[CH:17]=[CH:16][C:15]([C:18]([F:21])([F:20])[F:19])=[CH:14][CH:13]=2)=[O:11])=[CH:4][CH:3]=1.